Predict the reactants needed to synthesize the given product. From a dataset of Full USPTO retrosynthesis dataset with 1.9M reactions from patents (1976-2016). (1) Given the product [CH3:8][O:10][C:11](=[O:14])[CH2:12][C@@H:2]1[CH2:7][CH2:6][CH2:5][O:1]1, predict the reactants needed to synthesize it. The reactants are: [OH:1][C:2]1[CH:7]=[CH:6][CH:5]=CN=1.[CH2:8]([O:10][C:11](=[O:14])[CH2:12]Br)C.C([O-])([O-])=O.[K+].[K+].O. (2) Given the product [Cl:1][C:2]1[C:7]([O:8][CH3:9])=[CH:6][C:5]([O:10][CH3:11])=[C:4]([Cl:12])[C:3]=1[C:13]1[CH:33]=[N:32][C:16]2[N:17]=[C:18]([NH:21][C:22]3[C:27]([NH2:28])=[CH:26][CH:25]=[CH:24][C:23]=3[CH3:31])[N:19]=[CH:20][C:15]=2[CH:14]=1, predict the reactants needed to synthesize it. The reactants are: [Cl:1][C:2]1[C:7]([O:8][CH3:9])=[CH:6][C:5]([O:10][CH3:11])=[C:4]([Cl:12])[C:3]=1[C:13]1[CH:33]=[N:32][C:16]2[N:17]=[C:18]([NH:21][C:22]3[C:27]([N+:28]([O-])=O)=[CH:26][CH:25]=[CH:24][C:23]=3[CH3:31])[N:19]=[CH:20][C:15]=2[CH:14]=1.[Cl-].[NH4+]. (3) Given the product [OH:15][N:14]=[C:2]([C:3]1[CH:12]=[CH:11][CH:6]=[C:5]([S:17]([CH3:16])(=[O:19])=[O:18])[CH:4]=1)[NH2:1], predict the reactants needed to synthesize it. The reactants are: [NH2:1][C:2](=[N:14][OH:15])[C:3]1[CH:12]=[CH:11][C:6](C(OC)=O)=[C:5](F)[CH:4]=1.[CH3:16][S:17](C1C=C(C=CC=1)C#N)(=[O:19])=[O:18]. (4) Given the product [Cl:34][C:31]1[CH:32]=[CH:33][C:28]([N:20]2[C:19]([CH:12]([CH:13]3[CH2:18][CH2:17][CH2:16][CH2:15][CH2:14]3)/[CH:11]=[CH:10]/[C:7]3[CH:8]=[CH:9][C:4]([C:3]([OH:35])=[O:2])=[CH:5][CH:6]=3)=[C:27]3[C:22]([CH2:23][CH2:24][CH2:25][CH2:26]3)=[N:21]2)=[CH:29][CH:30]=1, predict the reactants needed to synthesize it. The reactants are: C[O:2][C:3](=[O:35])[C:4]1[CH:9]=[CH:8][C:7](/[CH:10]=[CH:11]/[CH:12]([C:19]2[N:20]([C:28]3[CH:33]=[CH:32][C:31]([Cl:34])=[CH:30][CH:29]=3)[N:21]=[C:22]3[C:27]=2[CH2:26][CH2:25][CH2:24][CH2:23]3)[CH:13]2[CH2:18][CH2:17][CH2:16][CH2:15][CH2:14]2)=[CH:6][CH:5]=1.[OH-].[Na+]. (5) Given the product [ClH:23].[F:1][C:2]1[CH:3]=[CH:4][C:5]([O:6][CH2:7][CH:8]2[CH2:9][CH2:10][NH:11][CH2:12][CH2:13]2)=[CH:21][CH:22]=1, predict the reactants needed to synthesize it. The reactants are: [F:1][C:2]1[CH:22]=[CH:21][C:5]([O:6][CH2:7][CH:8]2[CH2:13][CH2:12][N:11](C(OC(C)(C)C)=O)[CH2:10][CH2:9]2)=[CH:4][CH:3]=1.[ClH:23]. (6) The reactants are: [F:1][C:2]([F:35])([CH3:34])[C:3]([NH:5][C@@H:6]([CH3:33])[C@H:7]([O:14][C:15]1[CH:16]=[C:17]2[C:21](=[CH:22][CH:23]=1)[N:20]([C:24]1[CH:25]=[C:26]([CH:30]=[CH:31][CH:32]=1)[C:27]([NH2:29])=[O:28])[N:19]=[CH:18]2)[C:8]1[CH:13]=[CH:12][CH:11]=[CH:10][CH:9]=1)=[O:4].Cl.N[C@H:38]([C:40]([NH2:42])=[O:41])[CH3:39]. Given the product [NH2:42][C:40](=[O:41])[C@@H:38]([NH:29][C:27](=[O:28])[C:26]1[CH:30]=[CH:31][CH:32]=[C:24]([N:20]2[C:21]3[C:17](=[CH:16][C:15]([O:14][C@H:7]([C:8]4[CH:9]=[CH:10][CH:11]=[CH:12][CH:13]=4)[C@@H:6]([NH:5][C:3](=[O:4])[C:2]([F:1])([F:35])[CH3:34])[CH3:33])=[CH:23][CH:22]=3)[CH:18]=[N:19]2)[CH:25]=1)[CH3:39], predict the reactants needed to synthesize it. (7) Given the product [CH:7]1([C:10]2[CH:14]=[CH:13][N:12]([CH2:16][C:17]([O:19][CH2:20][CH3:21])=[O:18])[N:11]=2)[CH2:9][CH2:8]1, predict the reactants needed to synthesize it. The reactants are: C(=O)([O-])[O-].[K+].[K+].[CH:7]1([C:10]2[CH:14]=[CH:13][NH:12][N:11]=2)[CH2:9][CH2:8]1.Br[CH2:16][C:17]([O:19][CH2:20][CH3:21])=[O:18].Cl. (8) Given the product [O:19]=[C:12]1[C:11]2[NH:9][C:10]3[CH:11]=[CH:12][C:13]([C:14]([OH:16])=[O:15])=[CH:17][C:18]=3[C:10]=2[CH2:18][CH2:17][CH2:13]1, predict the reactants needed to synthesize it. The reactants are: O=C1CCCCC1=N[NH:9][C:10]1[CH:18]=[CH:17][C:13]([C:14]([OH:16])=[O:15])=[CH:12][CH:11]=1.[OH2:19].